Dataset: Forward reaction prediction with 1.9M reactions from USPTO patents (1976-2016). Task: Predict the product of the given reaction. (1) The product is: [C:13]1([C:7]2[CH:8]=[CH:9][CH:10]=[CH:11][CH:12]=2)[CH:14]=[CH:15][C:16]([O:19][C:25]2[CH:24]=[N:23][CH:22]=[C:21]([Br:20])[C:26]=2[CH:27]=[O:28])=[CH:17][CH:18]=1. Given the reactants C(=O)([O-])[O-].[Cs+].[Cs+].[C:7]1([C:13]2[CH:18]=[CH:17][C:16]([OH:19])=[CH:15][CH:14]=2)[CH:12]=[CH:11][CH:10]=[CH:9][CH:8]=1.[Br:20][C:21]1[CH:22]=[N:23][CH:24]=[C:25](Br)[C:26]=1[CH:27]=[O:28], predict the reaction product. (2) Given the reactants [F:1][C:2]([F:27])([F:26])[CH:3]([C:5]1[CH:10]=[CH:9][C:8]([N:11]2[CH2:24][CH2:23][C:13]3([CH2:22][CH2:21][C:16]4(OCC[O:17]4)[CH2:15][CH2:14]3)[C:12]2=[O:25])=[CH:7][CH:6]=1)[OH:4].Cl, predict the reaction product. The product is: [F:27][C:2]([F:1])([F:26])[CH:3]([C:5]1[CH:10]=[CH:9][C:8]([N:11]2[CH2:24][CH2:23][C:13]3([CH2:14][CH2:15][C:16](=[O:17])[CH2:21][CH2:22]3)[C:12]2=[O:25])=[CH:7][CH:6]=1)[OH:4]. (3) Given the reactants C(OC([NH:8][C@@H:9]([CH2:19][C:20]1[CH:21]=[N:22][C:23]([N:26]2[C:31](=[O:32])[C:30]3[CH:33]=[CH:34][N:35]=[CH:36][C:29]=3[N:28]([CH3:37])[C:27]2=[O:38])=[CH:24][CH:25]=1)[C:10]([O:12][CH:13]1[CH2:18][CH2:17][CH2:16][CH2:15][CH2:14]1)=[O:11])=O)(C)(C)C.Cl.C(OCC)(=O)C, predict the reaction product. The product is: [CH3:37][N:28]1[C:29]2[CH:36]=[N:35][CH:34]=[CH:33][C:30]=2[C:31](=[O:32])[N:26]([C:23]2[N:22]=[CH:21][C:20]([CH2:19][C@@H:9]([C:10]([O:12][CH:13]3[CH2:14][CH2:15][CH2:16][CH2:17][CH2:18]3)=[O:11])[NH2:8])=[CH:25][CH:24]=2)[C:27]1=[O:38]. (4) The product is: [NH2:1][C:4]1[CH:12]=[CH:11][CH:10]=[C:6]([C:7]([OH:9])=[O:8])[C:5]=1[C:13]([OH:15])=[O:14]. Given the reactants [N+:1]([C:4]1[CH:12]=[CH:11][CH:10]=[C:6]([C:7]([OH:9])=[O:8])[C:5]=1[C:13]([OH:15])=[O:14])([O-])=O.[H][H], predict the reaction product. (5) Given the reactants [C:1]([N:20]1[C:28]2[C:23](=[CH:24][CH:25]=[CH:26][CH:27]=2)[C:22]([C:29](OCC(C)C)=[O:30])=[N:21]1)([C:14]1[CH:19]=[CH:18][CH:17]=[CH:16][CH:15]=1)([C:8]1[CH:13]=[CH:12][CH:11]=[CH:10][CH:9]=1)[C:2]1[CH:7]=[CH:6][CH:5]=[CH:4][CH:3]=1.[H-].[H-].[H-].[H-].[Li+].[Al+3].O.[OH-].[Na+], predict the reaction product. The product is: [C:1]([N:20]1[C:28]2[C:23](=[CH:24][CH:25]=[CH:26][CH:27]=2)[C:22]([CH2:29][OH:30])=[N:21]1)([C:14]1[CH:19]=[CH:18][CH:17]=[CH:16][CH:15]=1)([C:8]1[CH:9]=[CH:10][CH:11]=[CH:12][CH:13]=1)[C:2]1[CH:7]=[CH:6][CH:5]=[CH:4][CH:3]=1. (6) Given the reactants [CH2:1]([C:5]1[O:6][C:7]2[CH:35]=[CH:34][CH:33]=[CH:32][C:8]=2[C:9]=1[CH2:10][CH2:11][C:12]1[CH:31]=[CH:30][C:15]([O:16][S:17]([C:20]2[CH:28]=[CH:27][C:23]([C:24]([OH:26])=[O:25])=[C:22]([OH:29])[CH:21]=2)(=[O:19])=[O:18])=[CH:14][CH:13]=1)[CH2:2][CH2:3][CH3:4].[C:36](OC(=O)C)(=[O:38])[CH3:37].O, predict the reaction product. The product is: [C:36]([O:29][C:22]1[CH:21]=[C:20]([S:17]([O:16][C:15]2[CH:14]=[CH:13][C:12]([CH2:11][CH2:10][C:9]3[C:8]4[CH:32]=[CH:33][CH:34]=[CH:35][C:7]=4[O:6][C:5]=3[CH2:1][CH2:2][CH2:3][CH3:4])=[CH:31][CH:30]=2)(=[O:18])=[O:19])[CH:28]=[CH:27][C:23]=1[C:24]([OH:26])=[O:25])(=[O:38])[CH3:37]. (7) Given the reactants [C:1]([C:5]1[CH:10]=[CH:9][C:8]([S:11]([N:14]([CH2:24][C:25]([OH:27])=O)[C:15]2[CH:20]=[CH:19][CH:18]=[CH:17][C:16]=2[C:21](=[O:23])[NH2:22])(=[O:13])=[O:12])=[CH:7][CH:6]=1)([CH3:4])([CH3:3])[CH3:2].[CH:28]1([NH:31][CH2:32][C:33]2[CH:38]=[CH:37][CH:36]=[C:35]([CH3:39])[CH:34]=2)[CH2:30][CH2:29]1, predict the reaction product. The product is: [C:1]([C:5]1[CH:6]=[CH:7][C:8]([S:11]([N:14]([CH2:24][C:25](=[O:27])[N:31]([CH:28]2[CH2:30][CH2:29]2)[CH2:32][C:33]2[CH:38]=[CH:37][CH:36]=[C:35]([CH3:39])[CH:34]=2)[C:15]2[CH:20]=[CH:19][CH:18]=[CH:17][C:16]=2[C:21]([NH2:22])=[O:23])(=[O:12])=[O:13])=[CH:9][CH:10]=1)([CH3:4])([CH3:3])[CH3:2]. (8) Given the reactants [NH2:1][CH2:2][CH2:3][CH2:4][C@H:5]([NH:9][C:10]([C:12]1[C:13](=[O:27])[N:14]([CH2:18][C:19]2[CH:24]=[C:23]([Br:25])[CH:22]=[C:21]([Br:26])[CH:20]=2)[CH:15]=[CH:16][CH:17]=1)=[O:11])[C:6]([OH:8])=[O:7].[C:28]([OH:34])([C:30]([F:33])([F:32])[F:31])=[O:29].C(O)C.Cl.[C:39](=[NH:44])(OCC)[CH3:40], predict the reaction product. The product is: [Br:26][C:21]1[CH:20]=[C:19]([CH:24]=[C:23]([Br:25])[CH:22]=1)[CH2:18][N:14]1[CH:15]=[CH:16][CH:17]=[C:12]([C:10]([NH:9][C@@H:5]([CH2:4][CH2:3][CH2:2][NH:1][C:39](=[NH:44])[CH3:40])[C:6]([OH:8])=[O:7])=[O:11])[C:13]1=[O:27].[C:28]([OH:34])([C:30]([F:33])([F:32])[F:31])=[O:29].